From a dataset of Full USPTO retrosynthesis dataset with 1.9M reactions from patents (1976-2016). Predict the reactants needed to synthesize the given product. (1) Given the product [C:1]1([S:7]([NH:10][C:11]2[CH:12]=[CH:13][C:14]([CH3:20])=[C:15]([CH:16]=2)[NH2:17])(=[O:8])=[O:9])[CH:6]=[CH:5][CH:4]=[CH:3][CH:2]=1, predict the reactants needed to synthesize it. The reactants are: [C:1]1([S:7]([NH:10][C:11]2[CH:12]=[CH:13][C:14]([CH3:20])=[C:15]([N+:17]([O-])=O)[CH:16]=2)(=[O:9])=[O:8])[CH:6]=[CH:5][CH:4]=[CH:3][CH:2]=1.[H][H]. (2) Given the product [OH:24][C:21]1([C:2]2[CH:13]=[CH:12][C:5]3[N:6]([CH3:11])[C:7](=[O:10])[N:8]([CH3:9])[C:4]=3[CH:3]=2)[CH2:22][CH2:23][C:18]2([O:14][CH2:15][CH2:16][O:17]2)[CH2:19][CH2:20]1, predict the reactants needed to synthesize it. The reactants are: Br[C:2]1[CH:13]=[CH:12][C:5]2[N:6]([CH3:11])[C:7](=[O:10])[N:8]([CH3:9])[C:4]=2[CH:3]=1.[O:14]1[C:18]2([CH2:23][CH2:22][C:21](=[O:24])[CH2:20][CH2:19]2)[O:17][CH2:16][CH2:15]1. (3) Given the product [Cl:1][C:2]1[C:7]([F:8])=[C:6]([NH2:9])[CH:5]=[CH:4][N:3]=1, predict the reactants needed to synthesize it. The reactants are: [Cl:1][C:2]1[C:7]([F:8])=[C:6]([NH:9]C(=O)OC(C)(C)C)[CH:5]=[CH:4][N:3]=1.C(O)(C(F)(F)F)=O.C(Cl)Cl.